Dataset: Forward reaction prediction with 1.9M reactions from USPTO patents (1976-2016). Task: Predict the product of the given reaction. (1) Given the reactants [CH3:1][O:2][CH2:3][CH2:4][CH2:5][NH:6][C:7]([C:9]1[CH:14]=[CH:13][N:12]=[C:11]2[NH:15][C:16]([C:18]3[CH:26]=[CH:25][C:21]([C:22](O)=[O:23])=[CH:20][CH:19]=3)=[N:17][C:10]=12)=[O:8].[NH:27]1[CH2:32][CH2:31][O:30][CH2:29][CH2:28]1.[ClH:33], predict the reaction product. The product is: [ClH:33].[CH3:1][O:2][CH2:3][CH2:4][CH2:5][NH:6][C:7]([C:9]1[CH:14]=[CH:13][N:12]=[C:11]2[NH:15][C:16]([C:18]3[CH:19]=[CH:20][C:21]([C:22]([N:27]4[CH2:32][CH2:31][O:30][CH2:29][CH2:28]4)=[O:23])=[CH:25][CH:26]=3)=[N:17][C:10]=12)=[O:8]. (2) Given the reactants [CH3:1][S:2]([C:5]1[CH:6]=[CH:7][C:8]([O:14][CH:15]([CH3:20])[C:16]([F:19])([F:18])[F:17])=[C:9]([CH:13]=1)[C:10]([OH:12])=O)(=[O:4])=[O:3].Cl.[CH3:22][S:23]([C:26]1[S:30][C:29]([N:31]2[CH2:36][CH2:35][NH:34][CH2:33][CH2:32]2)=[N:28][CH:27]=1)(=[O:25])=[O:24], predict the reaction product. The product is: [CH3:22][S:23]([C:26]1[S:30][C:29]([N:31]2[CH2:36][CH2:35][N:34]([C:10]([C:9]3[CH:13]=[C:5]([S:2]([CH3:1])(=[O:3])=[O:4])[CH:6]=[CH:7][C:8]=3[O:14][CH:15]([CH3:20])[C:16]([F:19])([F:18])[F:17])=[O:12])[CH2:33][CH2:32]2)=[N:28][CH:27]=1)(=[O:24])=[O:25]. (3) Given the reactants [C:1]([O-])(=O)C.[NH4+:5].[C:6]([CH2:8][C:9]([O:11]CC)=O)#[N:7].[O:14]1[CH:18]=[CH:17][CH:16]=[C:15]1[CH:19]=O.[N+:21]([C:24]1[CH:31]=[CH:30][C:27]([CH:28]=O)=[CH:26][CH:25]=1)([O-:23])=[O:22], predict the reaction product. The product is: [O:14]1[CH:18]=[CH:17][CH:16]=[C:15]1[C:19]1[NH:5][C:9](=[O:11])[C:8]([C:6]#[N:7])=[C:28]([C:27]2[CH:30]=[CH:31][C:24]([N+:21]([O-:23])=[O:22])=[CH:25][CH:26]=2)[CH:1]=1. (4) Given the reactants [C:1]([C:4]1[CH:5]=[C:6]([C:11]2[C:12]([C@@H:28]([NH:38]C(=O)OC(C)(C)C)[CH2:29][C:30]3[CH:35]=[C:34]([F:36])[CH:33]=[C:32]([F:37])[CH:31]=3)=[N:13][CH:14]=[C:15]([N:17]3[C:25](=[O:26])[C:24]4[C:19](=[CH:20][CH:21]=[CH:22][CH:23]=4)[C:18]3=[O:27])[CH:16]=2)[CH:7]=[CH:8][C:9]=1[F:10])(=[O:3])[NH2:2].[ClH:46].O1CCOCC1, predict the reaction product. The product is: [ClH:46].[NH2:38][C@H:28]([C:12]1[C:11]([C:6]2[CH:7]=[CH:8][C:9]([F:10])=[C:4]([CH:5]=2)[C:1]([NH2:2])=[O:3])=[CH:16][C:15]([N:17]2[C:18](=[O:27])[C:19]3[C:24](=[CH:23][CH:22]=[CH:21][CH:20]=3)[C:25]2=[O:26])=[CH:14][N:13]=1)[CH2:29][C:30]1[CH:35]=[C:34]([F:36])[CH:33]=[C:32]([F:37])[CH:31]=1. (5) Given the reactants [CH3:1][O:2][C:3]1[CH:4]=[C:5]([N:18]2[CH:22]=[CH:21][C:20]([NH2:23])=[N:19]2)[CH:6]=[CH:7][C:8]=1B1OC(C)(C)C(C)(C)O1.Cl[C:25]1[N:30]=[N:29][C:28]([N:31]([CH3:42])[CH:32]2[CH2:37][C:36]([CH3:39])([CH3:38])[NH:35][C:34]([CH3:41])([CH3:40])[CH2:33]2)=[CH:27][CH:26]=1.C([O-])(O)=O.[Na+].CCOCC, predict the reaction product. The product is: [NH2:23][C:20]1[CH:21]=[CH:22][N:18]([C:5]2[CH:6]=[CH:7][C:8]([C:25]3[N:30]=[N:29][C:28]([N:31]([CH3:42])[CH:32]4[CH2:37][C:36]([CH3:38])([CH3:39])[NH:35][C:34]([CH3:41])([CH3:40])[CH2:33]4)=[CH:27][CH:26]=3)=[C:3]([O:2][CH3:1])[CH:4]=2)[N:19]=1. (6) The product is: [CH2:73]([O:74][C:63]([C@@:68]1([NH:11][C:12]([C@@H:14]2[CH2:18][C@@H:17]([O:19][C:20]3[C:29]4[C:24](=[CH:25][C:26]([O:30][CH3:31])=[CH:27][CH:28]=4)[N:23]=[C:22]([C:32]4[CH:33]=[CH:34][CH:35]=[CH:36][CH:37]=4)[CH:21]=3)[CH2:16][N:15]2[C:38](=[O:49])[NH:39][C@H:40]([CH2:45][NH2:46])[CH2:41][CH:42]([CH3:44])[CH3:43])=[O:13])[CH2:67][C@H:66]1[CH:65]=[CH2:64])=[O:70])[CH3:72]. Given the reactants C(OC([C@@H]1C[C@]1([NH:11][C:12]([C@@H:14]1[CH2:18][C@@H:17]([O:19][C:20]2[C:29]3[C:24](=[CH:25][C:26]([O:30][CH3:31])=[CH:27][CH:28]=3)[N:23]=[C:22]([C:32]3[CH:37]=[CH:36][CH:35]=[CH:34][CH:33]=3)[CH:21]=2)[CH2:16][N:15]1[C:38](=[O:49])[NH:39][C@H:40]([CH2:45][N:46]=[N+]=[N-])[CH2:41][CH:42]([CH3:44])[CH3:43])=[O:13])C=C)=O)C.[CH:63]1[CH:68]=[CH:67][C:66](P([C:63]2[CH:68]=[CH:67][CH:66]=[CH:65][CH:64]=2)[C:63]2[CH:68]=[CH:67][CH:66]=[CH:65][CH:64]=2)=[CH:65][CH:64]=1.C[OH:70].C1C[O:74][CH2:73][CH2:72]1, predict the reaction product. (7) Given the reactants [N+:1]([O-:4])(O)=[O:2].C(O)(C(F)(F)F)=O.[CH3:12][C:13]1[CH:18]=[C:17]([CH3:19])[CH:16]=[CH:15][C:14]=1[B:20]([OH:22])[OH:21], predict the reaction product. The product is: [CH3:12][C:13]1[CH:18]=[C:17]([CH3:19])[C:16]([N+:1]([O-:4])=[O:2])=[CH:15][C:14]=1[B:20]([OH:21])[OH:22].